Dataset: Forward reaction prediction with 1.9M reactions from USPTO patents (1976-2016). Task: Predict the product of the given reaction. (1) Given the reactants [N:1]1([C:5]([C:7]2[CH:12]=[CH:11][C:10]([O:13][C:14]3[CH:15]=[C:16]([CH:26]=[C:27]([O:29][CH:30]4[CH2:34][CH2:33][CH2:32][CH2:31]4)[CH:28]=3)[C:17]([NH:19][C:20]3[CH:24]=[CH:23][N:22]([CH3:25])[N:21]=3)=[O:18])=[C:9](Cl)[CH:8]=2)=[O:6])[CH2:4][CH2:3][CH2:2]1, predict the reaction product. The product is: [N:1]1([C:5]([C:7]2[CH:12]=[CH:11][C:10]([O:13][C:14]3[CH:15]=[C:16]([CH:26]=[C:27]([O:29][CH:30]4[CH2:34][CH2:33][CH2:32][CH2:31]4)[CH:28]=3)[C:17]([NH:19][C:20]3[CH:24]=[CH:23][N:22]([CH3:25])[N:21]=3)=[O:18])=[CH:9][CH:8]=2)=[O:6])[CH2:4][CH2:3][CH2:2]1. (2) Given the reactants [CH:1]1([CH2:4][O:5][C:6]2[CH:14]=[CH:13][C:9]3[O:10][CH2:11][O:12][C:8]=3[C:7]=2[C:15]2[C:16]3[NH:23][CH:22]=[C:21]([C:24](O)=[O:25])[C:17]=3[N:18]=[CH:19][N:20]=2)[CH2:3][CH2:2]1.CCN(C(C)C)C(C)C.CN(C(ON1N=NC2C=CC=NC1=2)=[N+](C)C)C.F[P-](F)(F)(F)(F)F.Cl.[NH2:61][C@@H:62]([CH2:92][CH2:93][C:94]([N:96]1[CH2:101][CH2:100][CH2:99][CH2:98][CH2:97]1)=[O:95])[C:63]([N:65]1[CH2:70][CH2:69][CH:68]([N:71]2[N:80]=[C:79]([C:81]3[CH:86]=[CH:85][C:84]([O:87][CH3:88])=[C:83]([O:89][CH3:90])[CH:82]=3)[C@@H:78]3[C@@H:73]([CH2:74][CH2:75][CH2:76][CH2:77]3)[C:72]2=[O:91])[CH2:67][CH2:66]1)=[O:64].C(=O)(O)[O-].[Na+], predict the reaction product. The product is: [CH:1]1([CH2:4][O:5][C:6]2[CH:14]=[CH:13][C:9]3[O:10][CH2:11][O:12][C:8]=3[C:7]=2[C:15]2[C:16]3[NH:23][CH:22]=[C:21]([C:24]([NH:61][C@@H:62]([CH2:92][CH2:93][C:94](=[O:95])[N:96]4[CH2:97][CH2:98][CH2:99][CH2:100][CH2:101]4)[C:63]([N:65]4[CH2:66][CH2:67][CH:68]([N:71]5[N:80]=[C:79]([C:81]6[CH:86]=[CH:85][C:84]([O:87][CH3:88])=[C:83]([O:89][CH3:90])[CH:82]=6)[C@@H:78]6[C@@H:73]([CH2:74][CH2:75][CH2:76][CH2:77]6)[C:72]5=[O:91])[CH2:69][CH2:70]4)=[O:64])=[O:25])[C:17]=3[N:18]=[CH:19][N:20]=2)[CH2:2][CH2:3]1. (3) Given the reactants [NH2:1][C:2]1[CH:3]=[C:4]([CH:21]=[CH:22][C:23]=1[C:24]([CH3:27])([CH3:26])[CH3:25])[C:5]([NH:7][C:8]1[CH:9]=[N:10][C:11]([C:14]2[CH:19]=[CH:18][CH:17]=[CH:16][C:15]=2[F:20])=[CH:12][CH:13]=1)=[O:6].N1C=CC=CC=1.[Cl:34][CH:35]([CH3:39])[C:36](Cl)=[O:37], predict the reaction product. The product is: [C:24]([C:23]1[CH:22]=[CH:21][C:4]([C:5]([NH:7][C:8]2[CH:9]=[N:10][C:11]([C:14]3[CH:19]=[CH:18][CH:17]=[CH:16][C:15]=3[F:20])=[CH:12][CH:13]=2)=[O:6])=[CH:3][C:2]=1[NH:1][C:36](=[O:37])[CH:35]([Cl:34])[CH3:39])([CH3:27])([CH3:26])[CH3:25]. (4) Given the reactants [H-].[H-].[H-].[H-].[Li+].[Al+3].[CH:7]1([CH2:12][O:13][C:14]2[N:19]=[C:18]([C@H:20]([OH:24])[CH2:21][C:22]#[N:23])[CH:17]=[CH:16][CH:15]=2)[CH2:11][CH2:10][CH2:9][CH2:8]1.N.CO.C(Cl)Cl, predict the reaction product. The product is: [NH2:23][CH2:22][CH2:21][C@H:20]([C:18]1[CH:17]=[CH:16][CH:15]=[C:14]([O:13][CH2:12][CH:7]2[CH2:8][CH2:9][CH2:10][CH2:11]2)[N:19]=1)[OH:24]. (5) Given the reactants [F:1][C:2]([F:46])([F:45])[C:3]1[CH:4]=[C:5]([CH:38]=[C:39]([C:41]([F:44])([F:43])[F:42])[CH:40]=1)[CH2:6][N:7]([CH2:14][C:15]1[CH:20]=[C:19]([C:21]([F:24])([F:23])[F:22])[CH:18]=[CH:17][C:16]=1[C@H:25]([N:29]1[CH2:34][CH2:33][CH:32](C(O)=O)[CH2:31][CH2:30]1)[CH:26]([CH3:28])[CH3:27])[C:8]1[N:9]=[N:10][N:11]([CH3:13])[N:12]=1.C(OC(OC(C)(C)C)=O)(OC(C)(C)C)=O.[C:62](=[O:65])([O-])[O-].[NH4+:66].[NH4+].C(=O)(O)[O-].[Na+], predict the reaction product. The product is: [F:1][C:2]([F:46])([F:45])[C:3]1[CH:4]=[C:5]([CH:38]=[C:39]([C:41]([F:44])([F:43])[F:42])[CH:40]=1)[CH2:6][N:7]([CH2:14][C:15]1[CH:20]=[C:19]([C:21]([F:24])([F:23])[F:22])[CH:18]=[CH:17][C:16]=1[C@H:25]([N:29]1[CH2:34][CH2:33][CH:32]([C:62]([NH2:66])=[O:65])[CH2:31][CH2:30]1)[CH:26]([CH3:28])[CH3:27])[C:8]1[N:9]=[N:10][N:11]([CH3:13])[N:12]=1. (6) The product is: [C:32]([C:31]1[CH:37]=[C:38]([NH2:39])[N:8]([C:5]2[CH:6]=[CH:7][C:2]([F:1])=[C:3]([CH2:24][N:25]3[CH2:30][CH2:29][O:28][CH2:27][CH2:26]3)[CH:4]=2)[N:9]=1)([CH3:35])([CH3:34])[CH3:33]. Given the reactants [F:1][C:2]1[CH:7]=[CH:6][C:5]([N:8](C(OC(C)(C)C)=O)[NH:9]C(OC(C)(C)C)=O)=[CH:4][C:3]=1[CH2:24][N:25]1[CH2:30][CH2:29][O:28][CH2:27][CH2:26]1.[C:31]([CH2:37][C:38]#[N:39])(=O)[C:32]([CH3:35])([CH3:34])[CH3:33].Cl.C([O-])(O)=O.[Na+], predict the reaction product. (7) The product is: [NH2:20][CH2:19][C:18]1[CH:21]=[CH:22][C:15]([CH2:14][NH:13][C:7]2[CH:12]=[CH:11][CH:10]=[CH:9][CH:8]=2)=[CH:16][CH:17]=1. Given the reactants [H-].[Al+3].[Li+].[H-].[H-].[H-].[C:7]1([NH:13][CH2:14][C:15]2[CH:22]=[CH:21][C:18]([C:19]#[N:20])=[CH:17][CH:16]=2)[CH:12]=[CH:11][CH:10]=[CH:9][CH:8]=1.O, predict the reaction product. (8) Given the reactants [N+:1]([C:4]1[C:5]([C:14]([O:16]C)=O)=[N:6][N:7]2[CH2:12][CH2:11][NH:10][C:9](=[O:13])[C:8]=12)([O-:3])=[O:2].[NH3:18].C(O)C, predict the reaction product. The product is: [N+:1]([C:4]1[C:5]([C:14]([NH2:18])=[O:16])=[N:6][N:7]2[CH2:12][CH2:11][NH:10][C:9](=[O:13])[C:8]=12)([O-:3])=[O:2]. (9) The product is: [ClH:35].[ClH:35].[CH:1]1([CH2:7][O:8][C:9]2[C:10]3[N:11]([C:15]([C:19]([NH:21][CH:22]4[CH2:23][CH2:24][NH:25][CH2:26][CH2:27]4)=[O:20])=[C:16]([CH3:18])[N:17]=3)[CH:12]=[CH:13][CH:14]=2)[CH2:6][CH2:5][CH2:4][CH2:3][CH2:2]1. Given the reactants [CH:1]1([CH2:7][O:8][C:9]2[C:10]3[N:11]([C:15]([C:19]([NH:21][CH:22]4[CH2:27][CH2:26][N:25](C(OC(C)(C)C)=O)[CH2:24][CH2:23]4)=[O:20])=[C:16]([CH3:18])[N:17]=3)[CH:12]=[CH:13][CH:14]=2)[CH2:6][CH2:5][CH2:4][CH2:3][CH2:2]1.[ClH:35].C(OCC)(=O)C, predict the reaction product. (10) Given the reactants C[O:2][C:3](=[O:31])[CH:4]([CH2:7][NH:8][C:9]([C:11]1[N:12]=[C:13]([C:29]#[N:30])[C:14]2[C:19]([C:20]=1[OH:21])=[CH:18][CH:17]=[C:16]([O:22][C:23]1[CH:28]=[CH:27][CH:26]=[CH:25][CH:24]=1)[CH:15]=2)=[O:10])[CH2:5][CH3:6], predict the reaction product. The product is: [C:29]([C:13]1[C:14]2[C:19](=[CH:18][CH:17]=[C:16]([O:22][C:23]3[CH:24]=[CH:25][CH:26]=[CH:27][CH:28]=3)[CH:15]=2)[C:20]([OH:21])=[C:11]([C:9]([NH:8][CH2:7][CH:4]([CH2:5][CH3:6])[C:3]([OH:31])=[O:2])=[O:10])[N:12]=1)#[N:30].